Dataset: Full USPTO retrosynthesis dataset with 1.9M reactions from patents (1976-2016). Task: Predict the reactants needed to synthesize the given product. (1) Given the product [CH3:1][O:2][C:3]1[CH:4]=[C:5]([CH:22]=[CH:23][CH:24]=1)[CH2:6][N:7]([CH3:21])[CH2:8][CH:9]([C:11]1[CH:20]=[CH:19][C:18]2[C:13](=[CH:14][CH:15]=[CH:16][CH:17]=2)[CH:12]=1)[OH:10], predict the reactants needed to synthesize it. The reactants are: [CH3:1][O:2][C:3]1[CH:4]=[C:5]([CH:22]=[CH:23][CH:24]=1)[CH2:6][N:7]([CH3:21])[CH2:8][C:9]([C:11]1[CH:20]=[CH:19][C:18]2[C:13](=[CH:14][CH:15]=[CH:16][CH:17]=2)[CH:12]=1)=[O:10].[BH4-].[Na+]. (2) The reactants are: Br[CH2:2]/[CH:3]=[CH:4]/[C:5]([NH:7][C:8]1[CH:9]=[C:10]2[C:15](=[CH:16][C:17]=1[O:18][C@H:19]1[CH2:23][CH2:22][O:21][CH2:20]1)[N:14]=[CH:13][N:12]=[C:11]2[NH:24][C:25]1[CH:30]=[CH:29][C:28]([F:31])=[C:27]([Cl:32])[CH:26]=1)=[O:6].C(N(C(C)C)CC)(C)C.[O:42]1[C@H:47]2[CH2:48][NH:49][CH2:50][C@H:46]2[O:45][CH2:44][CH2:43]1.O. Given the product [Cl:32][C:27]1[CH:26]=[C:25]([NH:24][C:11]2[C:10]3[C:15](=[CH:16][C:17]([O:18][C@H:19]4[CH2:23][CH2:22][O:21][CH2:20]4)=[C:8]([NH:7][C:5](=[O:6])/[CH:4]=[CH:3]/[CH2:2][N:49]4[CH2:48][C@H:47]5[O:42][CH2:43][CH2:44][O:45][C@H:46]5[CH2:50]4)[CH:9]=3)[N:14]=[CH:13][N:12]=2)[CH:30]=[CH:29][C:28]=1[F:31], predict the reactants needed to synthesize it. (3) Given the product [F:10][C:11]1[CH:12]=[C:13]([CH:24]=[CH:25][CH:26]=1)[O:14][CH2:15][C@@H:16]1[CH2:17][CH2:18][C@H:19]([CH2:22][NH:23][C:6]([C:4]2[CH:3]=[N:2][NH:1][CH:5]=2)=[O:8])[CH2:20][CH2:21]1, predict the reactants needed to synthesize it. The reactants are: [NH:1]1[CH:5]=[C:4]([C:6]([OH:8])=O)[CH:3]=[N:2]1.Cl.[F:10][C:11]1[CH:12]=[C:13]([CH:24]=[CH:25][CH:26]=1)[O:14][CH2:15][C@@H:16]1[CH2:21][CH2:20][C@H:19]([CH2:22][NH2:23])[CH2:18][CH2:17]1.